This data is from Forward reaction prediction with 1.9M reactions from USPTO patents (1976-2016). The task is: Predict the product of the given reaction. (1) Given the reactants [N:1]([O-])=O.[Na+].[NH2:5][C:6]1[CH:14]=[C:13]([Br:15])[CH:12]=[CH:11][C:7]=1[C:8]([OH:10])=[O:9].[Sn](Cl)[Cl:17], predict the reaction product. The product is: [ClH:17].[Br:15][C:13]1[CH:12]=[CH:11][C:7]([C:8]([OH:10])=[O:9])=[C:6]([NH:5][NH2:1])[CH:14]=1. (2) Given the reactants OS(C(F)(F)F)(=O)=O.CS[CH:11]([N:13]([CH2:15][CH2:16][O:17][CH2:18][CH2:19][CH2:20][CH2:21][CH3:22])[CH3:14])[CH3:12].[NH2:23][C:24]1[CH:32]=[C:31]2[C:27]([CH2:28][C@@H:29]([OH:48])[C@@H:30]2[NH:33][C:34]([C:36]2[CH:41]=[CH:40][C:39](C3C=CC=CC=3)=[CH:38][CH:37]=2)=[O:35])=[CH:26][CH:25]=1, predict the reaction product. The product is: [CH2:18]([O:17][CH2:16][CH2:15][N:13]([CH3:14])[C:11](=[N:23][C:24]1[CH:32]=[C:31]2[C:27]([CH2:28][C@@H:29]([OH:48])[C@@H:30]2[NH:33][C:34]([C:36]2([C:24]3[CH:32]=[CH:31][CH:27]=[CH:26][CH:25]=3)[CH:37]=[CH:38][CH:39]=[CH:40][CH2:41]2)=[O:35])=[CH:26][CH:25]=1)[CH3:12])[CH2:19][CH2:20][CH2:21][CH3:22]. (3) The product is: [F:1][CH:2]([F:3])[N:4]1[C:8]2[CH:9]3[CH2:20][CH:11]([C:12]4[CH:17]=[C:16]([F:18])[C:15]([C:28]#[C:27][C:25]([OH:29])([CH3:26])[CH3:24])=[CH:14][C:13]=4[C:7]=2[N:6]=[C:5]1[C:21]([NH2:23])=[O:22])[CH2:10]3. Given the reactants [F:1][CH:2]([N:4]1[C:8]2[CH:9]3[CH2:20][CH:11]([C:12]4[CH:17]=[C:16]([F:18])[C:15](I)=[CH:14][C:13]=4[C:7]=2[N:6]=[C:5]1[C:21]([NH2:23])=[O:22])[CH2:10]3)[F:3].[CH3:24][C:25]([OH:29])([C:27]#[CH:28])[CH3:26], predict the reaction product. (4) The product is: [Cl:1][C:2]1[CH:7]=[CH:6][C:5]([C:8]2[N:12]3[CH2:13][CH2:14][NH:15][CH2:16][C:11]3=[N:10][N:9]=2)=[CH:4][CH:3]=1. Given the reactants [Cl:1][C:2]1[CH:7]=[CH:6][C:5]([C:8]2[N:12]3[CH:13]=[CH:14][N:15]=[CH:16][C:11]3=[N:10][N:9]=2)=[CH:4][CH:3]=1, predict the reaction product.